From a dataset of Catalyst prediction with 721,799 reactions and 888 catalyst types from USPTO. Predict which catalyst facilitates the given reaction. (1) Reactant: [Cl:1][C:2]1[CH:3]=[C:4]([CH:21]=[CH:22][C:23]=1[Cl:24])[CH2:5][N:6]1[C:10]([C:11]2[CH:16]=[CH:15][C:14]([Cl:17])=[C:13]([Cl:18])[CH:12]=2)=[CH:9][C:8]([CH2:19][NH2:20])=[N:7]1.[C:25](O)(=[O:30])[C:26]([CH3:29])([CH3:28])[CH3:27].C1CN([P+](ON2N=NC3C=CC=CC2=3)(N2CCCC2)N2CCCC2)CC1.F[P-](F)(F)(F)(F)F. Product: [Cl:1][C:2]1[CH:3]=[C:4]([CH:21]=[CH:22][C:23]=1[Cl:24])[CH2:5][N:6]1[C:10]([C:11]2[CH:16]=[CH:15][C:14]([Cl:17])=[C:13]([Cl:18])[CH:12]=2)=[CH:9][C:8]([CH2:19][NH:20][C:25](=[O:30])[C:26]([CH3:29])([CH3:28])[CH3:27])=[N:7]1. The catalyst class is: 3. (2) Reactant: Br[C:2]1[CH:7]=[C:6]([O:8][CH3:9])[C:5]([F:10])=[CH:4][C:3]=1[O:11][CH2:12][CH:13]1[CH2:15][CH2:14]1.C([Li])CCC.C(O[B:25]1[O:29][C:28]([CH3:31])([CH3:30])[C:27]([CH3:33])([CH3:32])[O:26]1)(C)C. Product: [CH:13]1([CH2:12][O:11][C:3]2[CH:4]=[C:5]([F:10])[C:6]([O:8][CH3:9])=[CH:7][C:2]=2[B:25]2[O:29][C:28]([CH3:31])([CH3:30])[C:27]([CH3:33])([CH3:32])[O:26]2)[CH2:15][CH2:14]1. The catalyst class is: 282. (3) The catalyst class is: 42. Reactant: [H-].[Na+].[C:3]([N:6]1[CH2:11][CH2:10][N:9]([C:12]2[CH:17]=[CH:16][C:15]([OH:18])=[CH:14][CH:13]=2)[CH2:8][CH2:7]1)(=[O:5])[CH3:4].Br[CH:20]1[CH2:25][CH2:24][CH2:23][CH2:22][CH2:21]1.O. Product: [C:3]([N:6]1[CH2:7][CH2:8][N:9]([C:12]2[CH:17]=[CH:16][C:15]([O:18][CH:20]3[CH2:25][CH2:24][CH2:23][CH2:22][CH2:21]3)=[CH:14][CH:13]=2)[CH2:10][CH2:11]1)(=[O:5])[CH3:4]. (4) Reactant: [F:1][C:2]1[C:11]2[O:10][CH2:9][CH:8]([CH2:12][OH:13])[O:7][C:6]=2[CH:5]=[C:4]([S:14]([CH3:17])(=[O:16])=[O:15])[CH:3]=1.[C:18]1(C)[C:19]([S:24](Cl)(=[O:26])=[O:25])=[CH:20][CH:21]=[CH:22][CH:23]=1.[CH2:29](Cl)Cl. Product: [CH3:29][C:22]1[CH:23]=[CH:18][C:19]([S:24]([O:13][CH2:12][CH:8]2[O:7][C:6]3[CH:5]=[C:4]([S:14]([CH3:17])(=[O:16])=[O:15])[CH:3]=[C:2]([F:1])[C:11]=3[O:10][CH2:9]2)(=[O:25])=[O:26])=[CH:20][CH:21]=1. The catalyst class is: 142. (5) Reactant: [Cl:1][C:2]1[CH:3]=[C:4]([C:9]2([OH:25])[CH2:12][C:11]3([CH2:17][CH2:16][N:15]([C:18]([O:20][C:21]([CH3:24])([CH3:23])[CH3:22])=[O:19])[CH2:14][CH2:13]3)[CH2:10]2)[CH:5]=[CH:6][C:7]=1[F:8].[H-].[Na+].I[CH3:29]. Product: [Cl:1][C:2]1[CH:3]=[C:4]([C:9]2([O:25][CH3:29])[CH2:12][C:11]3([CH2:13][CH2:14][N:15]([C:18]([O:20][C:21]([CH3:22])([CH3:24])[CH3:23])=[O:19])[CH2:16][CH2:17]3)[CH2:10]2)[CH:5]=[CH:6][C:7]=1[F:8]. The catalyst class is: 3. (6) Reactant: [CH:1]([C:4]1[CH:5]=[CH:6][C:7](N)=[N:8][CH:9]=1)([CH3:3])[CH3:2].N([O-])=O.[Na+].[Br:15]Br.[OH-].[Na+]. Product: [Br:15][C:7]1[CH:6]=[CH:5][C:4]([CH:1]([CH3:3])[CH3:2])=[CH:9][N:8]=1. The catalyst class is: 201. (7) Reactant: [CH3:1][NH:2][C:3]1[CH:4]=[C:5]([C:9]#[C:10][C:11]2[CH:12]=[N:13][C:14]([NH2:17])=[N:15][CH:16]=2)[CH:6]=[CH:7][CH:8]=1.[C:18]([C:22]1[O:26][N:25]=[C:24]([NH:27][C:28](=[O:36])OC2C=CC=CC=2)[CH:23]=1)([CH3:21])([CH3:20])[CH3:19]. Product: [NH2:17][C:14]1[N:15]=[CH:16][C:11]([C:10]#[C:9][C:5]2[CH:4]=[C:3]([N:2]([CH3:1])[C:28]([NH:27][C:24]3[CH:23]=[C:22]([C:18]([CH3:19])([CH3:20])[CH3:21])[O:26][N:25]=3)=[O:36])[CH:8]=[CH:7][CH:6]=2)=[CH:12][N:13]=1. The catalyst class is: 531. (8) The catalyst class is: 12. Reactant: [CH:1]1[C:10]2[C:5](=[CH:6][CH:7]=[CH:8][CH:9]=2)[CH:4]=[CH:3][C:2]=1[S:11]([C:14]1(/[CH:17]=[CH:18]/[C:19]([O:21]C)=[O:20])[CH2:16][CH2:15]1)(=[O:13])=[O:12].Cl. Product: [CH:1]1[C:10]2[C:5](=[CH:6][CH:7]=[CH:8][CH:9]=2)[CH:4]=[CH:3][C:2]=1[S:11]([C:14]1(/[CH:17]=[CH:18]/[C:19]([OH:21])=[O:20])[CH2:16][CH2:15]1)(=[O:13])=[O:12]. (9) Reactant: [CH2:1]([C@@H:8]1[C@@H:16]([CH2:17][CH2:18][CH2:19][CH3:20])[C@H:15]([CH3:21])[O:14][C:13](=[O:22])[C@@H:12]([NH:23][C:24](=[O:34])[C:25]2[C:30]([OH:31])=[C:29]([O:32][CH3:33])[CH:28]=[CH:27][N:26]=2)[CH2:11][CH2:10][CH2:9]1)[C:2]1[CH:7]=[CH:6][CH:5]=[CH:4][CH:3]=1.[C:35]([O:38][CH2:39]Br)(=[O:37])[CH3:36].C([O-])([O-])=O.[K+].[K+]. Product: [C:35]([O:38][CH2:39][O:31][C:30]1[C:25]([C:24](=[O:34])[NH:23][C@H:12]2[CH2:11][CH2:10][CH2:9][C@H:8]([CH2:1][C:2]3[CH:3]=[CH:4][CH:5]=[CH:6][CH:7]=3)[C@@H:16]([CH2:17][CH2:18][CH2:19][CH3:20])[C@H:15]([CH3:21])[O:14][C:13]2=[O:22])=[N:26][CH:27]=[CH:28][C:29]=1[O:32][CH3:33])(=[O:37])[CH3:36]. The catalyst class is: 21. (10) Reactant: [Cl:1][CH2:2][CH2:3][CH2:4][C:5]([C:7]1[CH:12]=[CH:11][C:10]([C:13]([CH3:18])([CH3:17])[C:14]([OH:16])=[O:15])=[CH:9][CH:8]=1)=[O:6].[BH4-].[Na+].Cl. Product: [OH:6][CH:5]([C:7]1[CH:12]=[CH:11][C:10]([C:13]([CH3:18])([CH3:17])[C:14]([OH:16])=[O:15])=[CH:9][CH:8]=1)[CH2:4][CH2:3][CH2:2][Cl:1]. The catalyst class is: 5.